The task is: Predict the reaction yield, written as a fraction of the theoretical maximum amount of product (1.0 means a 100% yield; for example, 0.34 means a 34% yield).. This data is from Reaction yield outcomes from USPTO patents with 853,638 reactions. (1) The reactants are [NH2:1][CH:2]([C:7]1[CH:12]=[CH:11][C:10]([O:13][CH3:14])=[C:9]([O:15][CH2:16][CH3:17])[CH:8]=1)[CH2:3][C:4]([OH:6])=[O:5].[CH3:18][C:19]1[CH:20]=[C:21]2[C:26](=O)[O:25][C:23](=[O:24])[C:22]2=[CH:28][CH:29]=1.C(OCC)(=O)C.CCCCCC. The catalyst is C(O)(=O)C.O. The product is [CH2:16]([O:15][C:9]1[CH:8]=[C:7]([CH:2]([N:1]2[C:26](=[O:25])[C:21]3=[CH:20][C:19]([CH3:18])=[CH:29][CH:28]=[C:22]3[C:23]2=[O:24])[CH2:3][C:4]([OH:6])=[O:5])[CH:12]=[CH:11][C:10]=1[O:13][CH3:14])[CH3:17]. The yield is 0.710. (2) The reactants are [N-:1]=[N+:2]=[N-:3].[Na+].[C:5]1([C:11]2[C:12]3[CH:25]=[CH:24][CH:23]=[CH:22][C:13]=3[S:14][C:15]=2[CH2:16]OS(C)(=O)=O)[CH:10]=[CH:9][CH:8]=[CH:7][CH:6]=1. The catalyst is CN(C=O)C.O. The product is [N:1]([CH2:16][C:15]1[S:14][C:13]2[CH:22]=[CH:23][CH:24]=[CH:25][C:12]=2[C:11]=1[C:5]1[CH:10]=[CH:9][CH:8]=[CH:7][CH:6]=1)=[N+:2]=[N-:3]. The yield is 0.500. (3) The reactants are [Na].Cl.[C:3]([NH2:6])(=[NH:5])[CH3:4].[Na+].[Cl-].C([O:11][C:12](=O)[CH:13]([CH2:19][CH:20]=[CH2:21])[C:14](OCC)=[O:15])C.C(N)(=N)C. The catalyst is CO. The product is [OH:15][C:14]1[NH:6][C:3]([CH3:4])=[N:5][C:12](=[O:11])[C:13]=1[CH2:19][CH:20]=[CH2:21]. The yield is 0.770. (4) The reactants are [C:1]([C:3]1[CH:4]([C:18]2[CH:23]=[CH:22][C:21]([CH3:24])=[CH:20][CH:19]=2)[C:5]([C:14]([O:16][CH3:17])=[O:15])=[C:6]([CH3:13])[NH:7][C:8]=1[CH2:9][CH:10]([CH3:12])[CH3:11])#[N:2].[N+]([O-])([O-])=O.[NH4+].[Ce]. The catalyst is CC(C)=O.O. The product is [C:1]([C:3]1[C:8]([CH2:9][CH:10]([CH3:12])[CH3:11])=[N:7][C:6]([CH3:13])=[C:5]([C:4]=1[C:18]1[CH:19]=[CH:20][C:21]([CH3:24])=[CH:22][CH:23]=1)[C:14]([O:16][CH3:17])=[O:15])#[N:2]. The yield is 0.930. (5) The reactants are Cl[C:2]1[C:10]2[C:5](=[CH:6][CH:7]=[C:8]([CH2:11][C:12]3[CH:17]=[C:16]([C:18]([O:20][CH3:21])=[O:19])[CH:15]=[CH:14][N:13]=3)[CH:9]=2)[N:4]([C:22]([O:24][C:25]([CH3:28])([CH3:27])[CH3:26])=[O:23])[CH:3]=1.P([O-])([O-])([O-])=O.[K+].[K+].[K+].[CH3:37]B1OB(C)OB(C)O1.C1(P(C2CCCCC2)C2C=CC=CC=2C2C(C(C)C)=CC(C(C)C)=CC=2C(C)C)CCCCC1. The catalyst is O1CCOCC1.C1C=CC(/C=C/C(/C=C/C2C=CC=CC=2)=O)=CC=1.C1C=CC(/C=C/C(/C=C/C2C=CC=CC=2)=O)=CC=1.C1C=CC(/C=C/C(/C=C/C2C=CC=CC=2)=O)=CC=1.[Pd].[Pd].O. The product is [CH3:21][O:20][C:18]([C:16]1[CH:15]=[CH:14][N:13]=[C:12]([CH2:11][C:8]2[CH:9]=[C:10]3[C:5](=[CH:6][CH:7]=2)[N:4]([C:22]([O:24][C:25]([CH3:26])([CH3:28])[CH3:27])=[O:23])[CH:3]=[C:2]3[CH3:37])[CH:17]=1)=[O:19]. The yield is 0.740. (6) The reactants are [C:1]([O:5][C:6](=[O:24])[NH:7][CH:8]([CH2:17][C:18]1[CH:23]=[CH:22][CH:21]=[CH:20][CH:19]=1)[CH:9]([OH:16])[CH2:10][NH:11][CH2:12][CH:13]([CH3:15])[CH3:14])([CH3:4])([CH3:3])[CH3:2].CCN(CC)CC.[C:32](Cl)([O:34][CH2:35][CH:36]1[C:48]2[C:43](=[CH:44][CH:45]=[CH:46][CH:47]=2)[C:42]2[C:37]1=[CH:38][CH:39]=[CH:40][CH:41]=2)=[O:33].[CH2:50]1[CH2:54]OC[CH2:51]1. No catalyst specified. The product is [CH2:12]([N:11]([CH2:10][C@@H:9]([OH:16])[C@@H:8]([NH:7][C:6]([O:5][C:1]([CH3:3])([CH3:4])[CH3:2])=[O:24])[CH2:17][C:18]1[CH:19]=[CH:20][CH:21]=[CH:22][CH:23]=1)[C:32](=[O:33])[O:34][CH2:35][C:36]1[C:41]2[CH2:42][C:43]3[C:44](=[CH:45][CH:46]=[CH:47][CH:48]=3)[C:40]=2[CH:39]=[CH:38][CH:37]=1)[C:13]1[CH:14]=[CH:54][CH:50]=[CH:51][CH:15]=1. The yield is 0.960. (7) The reactants are Br[C:2]1[CH:7]=[CH:6][C:5]([F:8])=[CH:4][N:3]=1.Br[C:10]([F:17])([F:16])[C:11]([O:13][CH2:14][CH3:15])=[O:12]. The catalyst is CS(C)=O.[Cu]. The product is [F:16][C:10]([F:17])([C:2]1[CH:7]=[CH:6][C:5]([F:8])=[CH:4][N:3]=1)[C:11]([O:13][CH2:14][CH3:15])=[O:12]. The yield is 0.600.